Dataset: Reaction yield outcomes from USPTO patents with 853,638 reactions. Task: Predict the reaction yield, written as a fraction of the theoretical maximum amount of product (1.0 means a 100% yield; for example, 0.34 means a 34% yield). (1) The reactants are [Cl:1][C:2]1[CH:7]=[CH:6][C:5]([C@@:8]2([OH:34])[CH2:13][CH2:12][N:11]([C:14](=[O:31])[C@H:15]([NH:19][C:20]([C@@H:22]3[CH2:30][CH2:29][C:24]4([NH:28][CH2:27][CH2:26][CH2:25]4)[CH2:23]3)=[O:21])[CH:16]([CH3:18])[CH3:17])[CH2:10][C:9]2([CH3:33])[CH3:32])=[CH:4][CH:3]=1.C(N(CC)CC)C.[C:42](OC(=O)C)(=[O:44])[CH3:43].C(O)(C(F)(F)F)=O. The catalyst is ClCCl.O.CO. The product is [C:42]([N:28]1[C:24]2([CH2:29][CH2:30][C@@H:22]([C:20]([NH:19][C@H:15]([CH:16]([CH3:18])[CH3:17])[C:14]([N:11]3[CH2:12][CH2:13][C@@:8]([C:5]4[CH:6]=[CH:7][C:2]([Cl:1])=[CH:3][CH:4]=4)([OH:34])[C:9]([CH3:32])([CH3:33])[CH2:10]3)=[O:31])=[O:21])[CH2:23]2)[CH2:25][CH2:26][CH2:27]1)(=[O:44])[CH3:43]. The yield is 0.425. (2) The catalyst is C1C=CC=CC=1.CO. The reactants are [OH:1][C:2]1[CH:10]=[CH:9][C:5]([C:6]([OH:8])=[O:7])=[CH:4][N:3]=1.[Si](C=[N+]=[N-])(C)(C)[CH3:12]. The yield is 0.490. The product is [OH:1][C:2]1[CH:10]=[CH:9][C:5]([C:6]([O:8][CH3:12])=[O:7])=[CH:4][N:3]=1. (3) The reactants are [C:1]([O:5][C:6]([N:8]1[CH2:13][CH2:12][CH:11]([OH:14])[CH2:10][CH2:9]1)=[O:7])([CH3:4])([CH3:3])[CH3:2].[H-].[Na+].Cl[C:18]1[N:23]=[N:22][C:21]([CH:24]2[CH2:29][CH2:28][CH2:27][CH2:26][CH2:25]2)=[C:20]([C:30]2[CH:35]=[CH:34][C:33]([O:36][CH:37]3[CH2:42][CH2:41][CH2:40][CH2:39][CH2:38]3)=[CH:32][CH:31]=2)[CH:19]=1. The product is [C:1]([O:5][C:6]([N:8]1[CH2:13][CH2:12][CH:11]([O:14][C:18]2[N:23]=[N:22][C:21]([CH:24]3[CH2:25][CH2:26][CH2:27][CH2:28][CH2:29]3)=[C:20]([C:30]3[CH:31]=[CH:32][C:33]([O:36][CH:37]4[CH2:42][CH2:41][CH2:40][CH2:39][CH2:38]4)=[CH:34][CH:35]=3)[CH:19]=2)[CH2:10][CH2:9]1)=[O:7])([CH3:4])([CH3:2])[CH3:3]. The yield is 0.810. The catalyst is C1COCC1. (4) The reactants are Br[C:2]1[S:6][C:5]2=[N:7][CH:8]=[CH:9][N:4]2[N:3]=1.[CH3:10][O:11][C:12]1[CH:17]=[CH:16][C:15]([NH2:18])=[CH:14][CH:13]=1. The catalyst is C(O)C(F)(F)F.ClCCl. The product is [S:6]1[C:2]([NH:18][C:15]2[CH:16]=[CH:17][C:12]([O:11][CH3:10])=[CH:13][CH:14]=2)=[N:3][N:4]2[CH:9]=[CH:8][N:7]=[C:5]12. The yield is 0.290. (5) The reactants are I[C:2]1[C:7]2[N:8]=[C:9]([C:11]3[CH:16]=[CH:15][C:14]([O:17][CH3:18])=[CH:13][CH:12]=3)[S:10][C:6]=2[CH:5]=[C:4]([O:19][CH3:20])[CH:3]=1.[C-:21]#[N:22].Cl. The catalyst is CN(C=O)C. The product is [C:21]([C:2]1[C:7]2[N:8]=[C:9]([C:11]3[CH:16]=[CH:15][C:14]([O:17][CH3:18])=[CH:13][CH:12]=3)[S:10][C:6]=2[CH:5]=[C:4]([O:19][CH3:20])[CH:3]=1)#[N:22]. The yield is 0.960. (6) The reactants are [Cl:1][C:2]1[CH:7]=[CH:6][N:5]=[C:4]([O:8][CH3:9])[CH:3]=1.[Br:10]N1C(=O)CCC1=O.O. The catalyst is CN(C)C=O. The product is [Br:10][C:7]1[C:2]([Cl:1])=[CH:3][C:4]([O:8][CH3:9])=[N:5][CH:6]=1. The yield is 0.800. (7) The reactants are [CH2:1]([C:6]1[CH2:7][C:8]2[C:13]([CH:14]=1)=[CH:12][CH:11]=[CH:10][CH:9]=2)[C:2]([CH3:5])([CH3:4])[CH3:3].C([Li])CCC.[Cl-].[CH3:21][C:22]([NH:25][SiH:26]([CH3:28])[CH3:27])([CH3:24])[CH3:23]. The catalyst is C1COCC1. The product is [CH2:1]([C:6]1[CH:14]([Si:26]([CH3:28])([CH3:27])[NH:25][C:22]([CH3:24])([CH3:23])[CH3:21])[C:13]2[C:8]([CH:7]=1)=[CH:9][CH:10]=[CH:11][CH:12]=2)[C:2]([CH3:5])([CH3:4])[CH3:3]. The yield is 1.02.